This data is from Forward reaction prediction with 1.9M reactions from USPTO patents (1976-2016). The task is: Predict the product of the given reaction. Given the reactants [Br:1][C:2]1[NH:3][C:4](I)=[C:5]([N+:7]([O-:9])=[O:8])[N:6]=1.S(=O)(O)[O-].[NH4+], predict the reaction product. The product is: [Br:1][C:2]1[NH:3][CH:4]=[C:5]([N+:7]([O-:9])=[O:8])[N:6]=1.